The task is: Regression/Classification. Given a drug SMILES string, predict its absorption, distribution, metabolism, or excretion properties. Task type varies by dataset: regression for continuous measurements (e.g., permeability, clearance, half-life) or binary classification for categorical outcomes (e.g., BBB penetration, CYP inhibition). Dataset: cyp3a4_veith.. This data is from CYP3A4 inhibition data for predicting drug metabolism from PubChem BioAssay. The drug is Cc1cccc(NC(=S)N(CCc2nc3cc(C)c(C)cc3[nH]2)Cc2cccnc2)c1. The result is 1 (inhibitor).